Dataset: Full USPTO retrosynthesis dataset with 1.9M reactions from patents (1976-2016). Task: Predict the reactants needed to synthesize the given product. Given the product [Cl:11][C:9]1[C:10]2[C:2]([F:1])=[CH:3][N:4]([C@@H:25]3[O:26][C@H:27]([CH2:28][O:29][C:30]([C:32]4[CH:33]=[CH:34][C:35]([CH3:38])=[CH:36][CH:37]=4)=[O:31])[C@@H:23]([O:22][C:20]([C:17]4[CH:18]=[CH:19][C:14]([CH3:41])=[CH:15][CH:16]=4)=[O:21])[C@@:24]3([CH3:40])[OH:39])[C:5]=2[N:6]=[CH:7][N:8]=1, predict the reactants needed to synthesize it. The reactants are: [F:1][C:2]1[C:10]2[C:9]([Cl:11])=[N:8][CH:7]=[N:6][C:5]=2[NH:4][CH:3]=1.[H-].[Na+].[C:14]1([CH3:41])[CH:19]=[CH:18][C:17]([C:20]([O:22][C@@H:23]2[C@@H:27]([CH2:28][O:29][C:30]([C:32]3[CH:37]=[CH:36][C:35]([CH3:38])=[CH:34][CH:33]=3)=[O:31])[O:26][C@@H:25]3[O:39][C@:24]23[CH3:40])=[O:21])=[CH:16][CH:15]=1.O.